Dataset: Forward reaction prediction with 1.9M reactions from USPTO patents (1976-2016). Task: Predict the product of the given reaction. (1) Given the reactants [NH2:1][C:2]1[CH:3]=[N:4][C:5]([N:8]([CH3:10])[CH3:9])=[CH:6][CH:7]=1.[F:11][C:12]([F:34])([F:33])[C:13]1[CH:14]=[C:15]2[C:19](=[CH:20][CH:21]=1)[N:18]([CH2:22][C:23]1[CH:28]=[CH:27][CH:26]=[C:25]([F:29])[CH:24]=1)[C:17]([C:30](O)=[O:31])=[CH:16]2.Cl.CN(C)CCCN=C=NCC.O.ON1C2C=CC=CC=2N=N1, predict the reaction product. The product is: [CH3:9][N:8]([CH3:10])[C:5]1[N:4]=[CH:3][C:2]([NH:1][C:30]([C:17]2[N:18]([CH2:22][C:23]3[CH:28]=[CH:27][CH:26]=[C:25]([F:29])[CH:24]=3)[C:19]3[C:15]([CH:16]=2)=[CH:14][C:13]([C:12]([F:33])([F:11])[F:34])=[CH:21][CH:20]=3)=[O:31])=[CH:7][CH:6]=1. (2) Given the reactants [CH3:1][CH:2]1[CH2:7][CH2:6][CH2:5][NH:4][CH2:3]1.Cl[C:9]1[CH:14]=[CH:13][CH:12]=[CH:11][C:10]=1[N+:15]([O-:17])=[O:16].C(N(C(C)C)CC)(C)C.C(OCC)(=O)C.CCCCCC, predict the reaction product. The product is: [CH3:1][CH:2]1[CH2:7][CH2:6][CH2:5][N:4]([C:9]2[CH:14]=[CH:13][CH:12]=[CH:11][C:10]=2[N+:15]([O-:17])=[O:16])[CH2:3]1. (3) The product is: [NH2:16][CH2:15][C:12]1[CH:13]=[N:14][C:9]([O:8][CH:4]2[CH2:5][CH2:6][CH2:7][C:2]([CH3:17])([CH3:1])[CH2:3]2)=[CH:10][CH:11]=1. Given the reactants [CH3:1][C:2]1([CH3:17])[CH2:7][CH2:6][CH2:5][CH:4]([O:8][C:9]2[N:14]=[CH:13][C:12]([C:15]#[N:16])=[CH:11][CH:10]=2)[CH2:3]1.B.C1COCC1.Cl, predict the reaction product. (4) Given the reactants [F:1][C:2]1[CH:15]=[CH:14][C:13]([CH3:16])=[CH:12][C:3]=1[NH:4][C:5]1[CH:10]=[CH:9][N:8]=[C:7](Cl)[N:6]=1.[CH3:17][N:18]([CH2:20][CH:21]([OH:32])[CH2:22][N:23]([C:25]1[CH:31]=[CH:30][C:28]([NH2:29])=[CH:27][CH:26]=1)[CH3:24])[CH3:19], predict the reaction product. The product is: [CH3:19][N:18]([CH2:20][CH:21]([OH:32])[CH2:22][N:23]([C:25]1[CH:26]=[CH:27][C:28]([NH:29][C:7]2[N:6]=[C:5]([NH:4][C:3]3[CH:12]=[C:13]([CH3:16])[CH:14]=[CH:15][C:2]=3[F:1])[CH:10]=[CH:9][N:8]=2)=[CH:30][CH:31]=1)[CH3:24])[CH3:17]. (5) Given the reactants [ClH:1].Cl.[CH2:3]([C:7]1[N:8]=[N:9][C:10]([O:28][CH:29]2[CH2:34][CH2:33][N:32]([CH3:35])[CH2:31][CH2:30]2)=[CH:11][C:12]=1[C:13]1[CH:18]=[CH:17][C:16]([O:19][CH:20]2[CH2:25][CH2:24][CH2:23][CH2:22][CH2:21]2)=[C:15]([O:26]C)[CH:14]=1)[CH2:4][CH2:5][CH3:6].C[S-].[Na+].O.Cl, predict the reaction product. The product is: [ClH:1].[ClH:1].[CH2:3]([C:7]1[N:8]=[N:9][C:10]([O:28][CH:29]2[CH2:34][CH2:33][N:32]([CH3:35])[CH2:31][CH2:30]2)=[CH:11][C:12]=1[C:13]1[CH:18]=[CH:17][C:16]([O:19][CH:20]2[CH2:25][CH2:24][CH2:23][CH2:22][CH2:21]2)=[C:15]([OH:26])[CH:14]=1)[CH2:4][CH2:5][CH3:6]. (6) Given the reactants [CH3:1][C:2]1[C:3]([NH:8][CH2:9][CH:10]2[CH2:15][CH2:14][NH:13][CH2:12][CH2:11]2)=[N:4][CH:5]=[N:6][CH:7]=1.O=C1CCC(=O)N1[O:23][C:24](=O)[O:25][CH2:26][C:27]1[CH:32]=[CH:31][CH:30]=[CH:29][CH:28]=1, predict the reaction product. The product is: [CH2:26]([O:25][C:24]([N:13]1[CH2:14][CH2:15][CH:10]([CH2:9][NH:8][C:3]2[C:2]([CH3:1])=[CH:7][N:6]=[CH:5][N:4]=2)[CH2:11][CH2:12]1)=[O:23])[C:27]1[CH:32]=[CH:31][CH:30]=[CH:29][CH:28]=1. (7) Given the reactants [N:1]([CH2:4][C:5]1[CH:15]=[CH:14][C:8]([C:9]([O:11][CH2:12][CH3:13])=[O:10])=[C:7]([OH:16])[CH:6]=1)=[N+]=[N-].[ClH:17].[H][H], predict the reaction product. The product is: [ClH:17].[NH2:1][CH2:4][C:5]1[CH:15]=[CH:14][C:8]([C:9]([O:11][CH2:12][CH3:13])=[O:10])=[C:7]([OH:16])[CH:6]=1. (8) Given the reactants [Br:1][C:2]1[CH:6]([CH3:7])[O:5][C:4]([CH3:9])([CH3:8])[C:3]=1[O:10]C(=O)C.BrBr, predict the reaction product. The product is: [Br:1][CH:2]1[CH:6]([CH3:7])[O:5][C:4]([CH3:9])([CH3:8])[C:3]1=[O:10]. (9) Given the reactants C([N:3]([CH2:14][CH3:15])[C:4](=[O:13])[C:5]1[CH:10]=[CH:9][CH:8]=[C:7](C)[C:6]=1[CH3:12])C.[OH:16][CH2:17][C@H:18]1[CH2:22][CH2:21][CH2:20][N:19]1[CH2:23]CC#N, predict the reaction product. The product is: [OH:16][CH2:17][C@H:18]1[CH2:22][CH2:21][CH2:20][N:19]1[CH2:23][CH2:15][C:14]1[NH:3][C:4](=[O:13])[C:5]2[C:6]([CH:12]=1)=[CH:7][CH:8]=[CH:9][CH:10]=2. (10) The product is: [O:30]=[C:27]1[N:26]=[C:25]([NH:24][CH2:21][C:22]#[CH:23])/[C:29](=[CH:1]/[CH:3]2[CH2:8][CH2:7][N:6]([C:9]3[CH:16]=[CH:15][C:12]([C:13]#[N:14])=[CH:11][C:10]=3[C:17]([F:20])([F:19])[F:18])[CH2:5][CH2:4]2)/[S:28]1. Given the reactants [CH:1]([CH:3]1[CH2:8][CH2:7][N:6]([C:9]2[CH:16]=[CH:15][C:12]([C:13]#[N:14])=[CH:11][C:10]=2[C:17]([F:20])([F:19])[F:18])[CH2:5][CH2:4]1)=O.[CH2:21]([NH:24][C:25]1[CH2:29][S:28][C:27](=[O:30])[N:26]=1)[C:22]#[CH:23].C([O-])(=O)C.[NH2+]1CCCCC1, predict the reaction product.